From a dataset of Catalyst prediction with 721,799 reactions and 888 catalyst types from USPTO. Predict which catalyst facilitates the given reaction. (1) Reactant: [Cl:1][C:2]1[C:3]([CH3:30])=[C:4]([N:8]([S:20]([C:23]2[CH:28]=[CH:27][C:26]([CH3:29])=[CH:25][CH:24]=2)(=[O:22])=[O:21])[CH2:9][C:10]([NH:12][CH2:13][C:14]2[CH:19]=[CH:18][N:17]=[CH:16][CH:15]=2)=[O:11])[CH:5]=[CH:6][CH:7]=1.ClC1C=CC=C(C(OO)=[O:39])C=1.C(=O)([O-])O.[Na+]. Product: [Cl:1][C:2]1[C:3]([CH3:30])=[C:4]([N:8]([S:20]([C:23]2[CH:24]=[CH:25][C:26]([CH3:29])=[CH:27][CH:28]=2)(=[O:21])=[O:22])[CH2:9][C:10]([NH:12][CH2:13][C:14]2[CH:15]=[CH:16][N+:17]([O-:39])=[CH:18][CH:19]=2)=[O:11])[CH:5]=[CH:6][CH:7]=1. The catalyst class is: 2. (2) Reactant: [O:1]1[CH:5]=[CH:4][N:3]=[C:2]1[C@H:6]([NH:8][C:9]([C:11]1[C:19]2[C:14](=[N:15][CH:16]=[C:17]([C:20]3[C:28]4[C:23](=[CH:24][C:25]([F:29])=[CH:26][CH:27]=4)[N:22]([CH3:30])[N:21]=3)[N:18]=2)[N:13](COCC[Si](C)(C)C)[CH:12]=1)=[O:10])[CH3:7].FC(F)(F)C(O)=O.C(N)CN. Product: [O:1]1[CH:5]=[CH:4][N:3]=[C:2]1[C@H:6]([NH:8][C:9]([C:11]1[C:19]2[C:14](=[N:15][CH:16]=[C:17]([C:20]3[C:28]4[C:23](=[CH:24][C:25]([F:29])=[CH:26][CH:27]=4)[N:22]([CH3:30])[N:21]=3)[N:18]=2)[NH:13][CH:12]=1)=[O:10])[CH3:7]. The catalyst class is: 4. (3) Reactant: C[O:2][C:3](=[O:33])[C:4]1[CH:9]=[CH:8][C:7]([C:10]([N:12]2[C:21]3[C:16](=[CH:17][CH:18]=[CH:19][CH:20]=3)[CH:15]([N:22]([C:29](=[O:31])[CH3:30])[C:23]3[CH:28]=[CH:27][CH:26]=[CH:25][CH:24]=3)[CH2:14][CH:13]2[CH3:32])=[O:11])=[CH:6][CH:5]=1.[OH-].[Li+]. Product: [C:29]([N:22]([C:23]1[CH:24]=[CH:25][CH:26]=[CH:27][CH:28]=1)[C@H:15]1[C:16]2[C:21](=[CH:20][CH:19]=[CH:18][CH:17]=2)[N:12]([C:10]([C:7]2[CH:6]=[CH:5][C:4]([C:3]([OH:33])=[O:2])=[CH:9][CH:8]=2)=[O:11])[C@@H:13]([CH3:32])[CH2:14]1)(=[O:31])[CH3:30]. The catalyst class is: 24. (4) Reactant: [C:1]([O:5][C:6](=[O:32])[NH:7][CH2:8][CH2:9][CH2:10][CH2:11][NH:12][C:13]1[C:22]2[C:17](=[CH:18][C:19]([O:23][CH2:24][C:25]3[CH:30]=[CH:29][CH:28]=[CH:27][CH:26]=3)=[CH:20][CH:21]=2)[N:16]=[CH:15][C:14]=1[NH2:31])([CH3:4])([CH3:3])[CH3:2].C(N(CC)CC)C.[CH3:40][O:41][CH2:42][CH2:43][C:44](Cl)=O. The catalyst class is: 4. Product: [C:1]([O:5][C:6](=[O:32])[NH:7][CH2:8][CH2:9][CH2:10][CH2:11][N:12]1[C:13]2[C:22]3[CH:21]=[CH:20][C:19]([O:23][CH2:24][C:25]4[CH:26]=[CH:27][CH:28]=[CH:29][CH:30]=4)=[CH:18][C:17]=3[N:16]=[CH:15][C:14]=2[N:31]=[C:44]1[CH2:43][CH2:42][O:41][CH3:40])([CH3:4])([CH3:2])[CH3:3]. (5) Reactant: [CH3:1][N:2]1[C:6]([NH2:7])=[CH:5][C:4]([C:8]2[CH:13]=[CH:12][CH:11]=[CH:10][N:9]=2)=[N:3]1.[Br:14][C:15]1[CH:22]=[CH:21][C:18]([CH:19]=O)=[C:17]([CH3:23])[CH:16]=1.[C:24](O)(=[O:27])[CH2:25][SH:26]. Product: [Br:14][C:15]1[CH:22]=[CH:21][C:18]([CH:19]2[S:26][CH2:25][C:24](=[O:27])[NH:7][C:6]3[N:2]([CH3:1])[N:3]=[C:4]([C:8]4[CH:13]=[CH:12][CH:11]=[CH:10][N:9]=4)[C:5]2=3)=[C:17]([CH3:23])[CH:16]=1. The catalyst class is: 10. (6) Reactant: [C:1]1([C:7]([C:16]2[CH:21]=[CH:20][CH:19]=[CH:18][C:17]=2[CH3:22])=[CH:8][C:9]2[CH:14]=[CH:13][N:12]=[C:11]([NH2:15])[CH:10]=2)[CH:6]=[CH:5][CH:4]=[CH:3][CH:2]=1.[C:23]([N:31]=C=O)(=[O:30])C1C=CC=CC=1.C(O)C.C(=O)([O-])[O-].[K+].[K+]. Product: [C:1]1([C:7]([C:16]2[CH:21]=[CH:20][CH:19]=[CH:18][C:17]=2[CH3:22])=[CH:8][C:9]2[CH:14]=[CH:13][N:12]=[C:11]([NH:15][C:23]([NH2:31])=[O:30])[CH:10]=2)[CH:2]=[CH:3][CH:4]=[CH:5][CH:6]=1. The catalyst class is: 2. (7) Reactant: B.O1CCCC1.[Cl:7][C:8]1[CH:16]=[C:15]([Cl:17])[C:14]([O:18][CH3:19])=[CH:13][C:9]=1[C:10](O)=[O:11].O. Product: [Cl:7][C:8]1[CH:16]=[C:15]([Cl:17])[C:14]([O:18][CH3:19])=[CH:13][C:9]=1[CH2:10][OH:11]. The catalyst class is: 7. (8) Reactant: Br[C:2]1[C:6]2[CH:7]=[N:8][C:9]([NH2:23])=[C:10]([O:11][C@@H:12]([C:14]3[C:19]([Cl:20])=[CH:18][CH:17]=[C:16]([F:21])[C:15]=3[Cl:22])[CH3:13])[C:5]=2[O:4][CH:3]=1.[C:24]([O:28][C:29]([N:31]1[CH2:36][CH2:35][CH:34]([N:37]2[CH:41]=[C:40](B3OC(C)(C)C(C)(C)O3)[CH:39]=[N:38]2)[CH2:33][CH2:32]1)=[O:30])([CH3:27])([CH3:26])[CH3:25].C(=O)([O-])[O-].[K+].[K+]. Product: [C:24]([O:28][C:29]([N:31]1[CH2:32][CH2:33][CH:34]([N:37]2[CH:41]=[C:40]([C:2]3[C:6]4[CH:7]=[N:8][C:9]([NH2:23])=[C:10]([O:11][C@@H:12]([C:14]5[C:19]([Cl:20])=[CH:18][CH:17]=[C:16]([F:21])[C:15]=5[Cl:22])[CH3:13])[C:5]=4[O:4][CH:3]=3)[CH:39]=[N:38]2)[CH2:35][CH2:36]1)=[O:30])([CH3:27])([CH3:25])[CH3:26]. The catalyst class is: 117.